Task: Predict which catalyst facilitates the given reaction.. Dataset: Catalyst prediction with 721,799 reactions and 888 catalyst types from USPTO (1) Reactant: [NH2:1][C:2]1[CH:7]=[CH:6][C:5]([CH2:8][N:9]2[C:19](=[O:20])[C:18]3[N:21]4[C:11](=[CH:12][N:13]=[C:14]4[CH:15]=[CH:16][CH:17]=3)[C:10]2=[O:22])=[CH:4][CH:3]=1.C(N(CC)CC)C.[CH3:30][S:31]([Cl:34])(=[O:33])=[O:32]. Product: [ClH:34].[CH3:30][S:31]([NH:1][C:2]1[CH:7]=[CH:6][C:5]([CH2:8][N:9]2[C:19](=[O:20])[C:18]3[N:21]4[C:11](=[CH:12][N:13]=[C:14]4[CH:15]=[CH:16][CH:17]=3)[C:10]2=[O:22])=[CH:4][CH:3]=1)(=[O:33])=[O:32]. The catalyst class is: 2. (2) Reactant: [C:1]([O:5][C:6](=[O:25])[NH:7][CH:8]1[C:16]2[C:11](=[CH:12][C:13]([C:17](=O)[NH:18][CH2:19][Si:20]([CH3:23])([CH3:22])[CH3:21])=[CH:14][CH:15]=2)[CH2:10][CH2:9]1)([CH3:4])([CH3:3])[CH3:2].COC1C=CC(P2(SP(C3C=CC(OC)=CC=3)(=S)S2)=[S:35])=CC=1. Product: [C:1]([O:5][C:6](=[O:25])[NH:7][CH:8]1[C:16]2[C:11](=[CH:12][C:13]([C:17](=[S:35])[NH:18][CH2:19][Si:20]([CH3:23])([CH3:22])[CH3:21])=[CH:14][CH:15]=2)[CH2:10][CH2:9]1)([CH3:4])([CH3:3])[CH3:2]. The catalyst class is: 11. (3) Reactant: C(OC([N:8]1[CH2:13][CH2:12][N:11]([C:14]([CH:16]2[CH2:18][CH2:17]2)=[O:15])[CH2:10][CH2:9]1)=O)(C)(C)C.FC(F)(F)C(O)=O. Product: [CH:16]1([C:14]([N:11]2[CH2:12][CH2:13][NH:8][CH2:9][CH2:10]2)=[O:15])[CH2:17][CH2:18]1. The catalyst class is: 4. (4) Product: [F:11][C:4]([F:3])([F:10])[C:5](=[O:7])[CH:13]([CH3:14])[C:12]#[N:15]. The catalyst class is: 7. Reactant: [H-].[Na+].[F:3][C:4]([F:11])([F:10])[C:5]([O:7]CC)=O.[C:12](#[N:15])[CH2:13][CH3:14]. (5) Reactant: Cl[C:2]1[N:10]=[CH:9][N:8]=[C:7]2[C:3]=1[N:4]=[CH:5][N:6]2[CH:11]([CH3:13])[CH3:12].[O:14]1[CH2:19][CH2:18][CH2:17][CH2:16][CH:15]1[O:20][C:21]1[CH:26]=[CH:25][C:24](B(O)O)=[CH:23][CH:22]=1.C(=O)([O-])[O-].[Na+].[Na+]. Product: [CH:11]([N:6]1[CH:5]=[N:4][C:3]2[C:7]1=[N:8][CH:9]=[N:10][C:2]=2[C:24]1[CH:25]=[CH:26][C:21]([O:20][CH:15]2[CH2:16][CH2:17][CH2:18][CH2:19][O:14]2)=[CH:22][CH:23]=1)([CH3:13])[CH3:12]. The catalyst class is: 109. (6) Reactant: C(O)(=O)C.[NH2:5][C:6]1[CH:11]=[C:10]([N:12]2[CH:16]=[CH:15][CH:14]=[N:13]2)[CH:9]=[CH:8][C:7]=1[NH:17][C:18](=O)[CH:19]([N:27]1[CH:32]=[CH:31][C:30]([C:33]2[CH:38]=[C:37]([Cl:39])[CH:36]=[CH:35][C:34]=2[N:40]2[CH:44]=[N:43][N:42]=[N:41]2)=[CH:29][C:28]1=[O:45])[CH2:20][C:21]1[CH:26]=[CH:25][CH:24]=[CH:23][CH:22]=1.[OH-].[Na+]. Product: [Cl:39][C:37]1[CH:36]=[CH:35][C:34]([N:40]2[CH:44]=[N:43][N:42]=[N:41]2)=[C:33]([C:30]2[CH:31]=[CH:32][N:27]([CH:19]([C:18]3[NH:17][C:7]4[CH:8]=[CH:9][C:10]([N:12]5[CH:16]=[CH:15][CH:14]=[N:13]5)=[CH:11][C:6]=4[N:5]=3)[CH2:20][C:21]3[CH:26]=[CH:25][CH:24]=[CH:23][CH:22]=3)[C:28](=[O:45])[CH:29]=2)[CH:38]=1. The catalyst class is: 6.